Dataset: Forward reaction prediction with 1.9M reactions from USPTO patents (1976-2016). Task: Predict the product of the given reaction. (1) Given the reactants Cl.[C:2]([C:4]1[CH:5]=[C:6]([N:10]2[CH2:15][C@@H:14]3[CH2:16][C@H:11]2[CH2:12][N:13]3[C:17]2[CH:29]=[CH:28][C:20]([C:21]([O:23]C(C)(C)C)=[O:22])=[CH:19][CH:18]=2)[CH:7]=[CH:8][CH:9]=1)#[N:3], predict the reaction product. The product is: [C:2]([C:4]1[CH:5]=[C:6]([N:10]2[CH2:15][C@@H:14]3[CH2:16][C@H:11]2[CH2:12][N:13]3[C:17]2[CH:29]=[CH:28][C:20]([C:21]([OH:23])=[O:22])=[CH:19][CH:18]=2)[CH:7]=[CH:8][CH:9]=1)#[N:3]. (2) Given the reactants FC(F)(F)C(O)=O.[CH3:8][O:9][C:10](=[O:53])[CH2:11][C:12]1[CH:17]=[CH:16][C:15]([C:18]2[CH:23]=[CH:22][C:21]([C:24]([C:29]3[CH:34]=[CH:33][C:32]([CH2:35][CH2:36][CH:37]([O:42][Si](C(C)(C)C)(C)C)[C:38]([CH3:41])([CH3:40])[CH3:39])=[C:31]([CH3:50])[CH:30]=3)([CH2:27][CH3:28])[CH2:25][CH3:26])=[CH:20][C:19]=2[CH3:51])=[CH:14][C:13]=1[Cl:52], predict the reaction product. The product is: [CH3:8][O:9][C:10](=[O:53])[CH2:11][C:12]1[CH:17]=[CH:16][C:15]([C:18]2[CH:23]=[CH:22][C:21]([C:24]([CH2:27][CH3:28])([C:29]3[CH:34]=[CH:33][C:32]([CH2:35][CH2:36][CH:37]([OH:42])[C:38]([CH3:41])([CH3:39])[CH3:40])=[C:31]([CH3:50])[CH:30]=3)[CH2:25][CH3:26])=[CH:20][C:19]=2[CH3:51])=[CH:14][C:13]=1[Cl:52].